From a dataset of Reaction yield outcomes from USPTO patents with 853,638 reactions. Predict the reaction yield, written as a fraction of the theoretical maximum amount of product (1.0 means a 100% yield; for example, 0.34 means a 34% yield). (1) The reactants are [CH:1]([C:3]1[CH:11]=[CH:10][C:6]([C:7]([OH:9])=[O:8])=[CH:5][C:4]=1[OH:12])=[O:2].S(Cl)(Cl)=O.[CH3:17]O. No catalyst specified. The product is [CH:1]([C:3]1[CH:11]=[CH:10][C:6]([C:7]([O:9][CH3:17])=[O:8])=[CH:5][C:4]=1[OH:12])=[O:2]. The yield is 0.850. (2) The reactants are [F:1][C:2]1[CH:7]=[C:6]([F:8])[CH:5]=[CH:4][C:3]=1[C:9]([OH:31])([CH2:25][N:26]1[CH:30]=[N:29][N:28]=[N:27]1)[C:10]([C:13]1[CH:18]=[CH:17][C:16](/[CH:19]=[CH:20]/[CH2:21][O:22][CH2:23][CH3:24])=[CH:15][N:14]=1)([F:12])[F:11]. The catalyst is CCO.[Pd]. The product is [F:1][C:2]1[CH:7]=[C:6]([F:8])[CH:5]=[CH:4][C:3]=1[C:9]([OH:31])([CH2:25][N:26]1[CH:30]=[N:29][N:28]=[N:27]1)[C:10]([C:13]1[CH:18]=[CH:17][C:16]([CH2:19][CH2:20][CH2:21][O:22][CH2:23][CH3:24])=[CH:15][N:14]=1)([F:11])[F:12]. The yield is 0.680. (3) The reactants are [F:1][C:2]1[CH:7]=[CH:6][C:5]([C:8]([C:10]([C:12]2[CH:17]=[CH:16][C:15]([F:18])=[CH:14][CH:13]=2)=O)=O)=[CH:4][CH:3]=1.[C:19]1([NH2:26])[CH:24]=[CH:23][CH:22]=[CH:21][C:20]=1[NH2:25]. The catalyst is C(Cl)(Cl)Cl. The product is [F:1][C:2]1[CH:7]=[CH:6][C:5]([C:8]2[C:10]([C:12]3[CH:17]=[CH:16][C:15]([F:18])=[CH:14][CH:13]=3)=[N:26][C:19]3[C:20](=[CH:21][CH:22]=[CH:23][CH:24]=3)[N:25]=2)=[CH:4][CH:3]=1. The yield is 0.990. (4) The reactants are Cl[C:2]1[C:11]([NH2:12])=[C:10]2[C:5]([C:6]([O:13][CH3:14])=[CH:7][CH:8]=[N:9]2)=[CH:4][CH:3]=1.C([O-])=O.[NH4+]. The catalyst is [Pd].C(O)(=O)C. The product is [CH3:14][O:13][C:6]1[C:5]2[C:10](=[C:11]([NH2:12])[CH:2]=[CH:3][CH:4]=2)[N:9]=[CH:8][CH:7]=1. The yield is 0.650. (5) The reactants are [CH3:1][N:2]1[C:10]2[CH:9]=[C:8]([N:11]3[CH:16]=[CH:15][C:14]([C:17]4[CH:22]=[CH:21][C:20]([C:23]([F:26])([F:25])[F:24])=[CH:19][N:18]=4)=[CH:13][C:12]3=[O:27])[CH:7]=[CH:6][C:5]=2[C:4]2[CH2:28][N:29](C(OC(C)(C)C)=O)[CH2:30][CH2:31][C:3]1=2.C1(N)C(F)=C(F)C(F)=C(N)C=1F.[ClH:51].Cl. No catalyst specified. The product is [ClH:51].[ClH:51].[CH3:1][N:2]1[C:10]2[CH:9]=[C:8]([N:11]3[CH:16]=[CH:15][C:14]([C:17]4[CH:22]=[CH:21][C:20]([C:23]([F:24])([F:25])[F:26])=[CH:19][N:18]=4)=[CH:13][C:12]3=[O:27])[CH:7]=[CH:6][C:5]=2[C:4]2[CH2:28][NH:29][CH2:30][CH2:31][C:3]1=2. The yield is 0.780. (6) The reactants are [N:1]12[CH2:8][CH2:7][CH:4]([CH2:5][CH2:6]1)[CH:3]([O:9][C:10](=[O:23])[NH:11][C:12]([C:15]1[CH:20]=[CH:19][C:18]([F:21])=[C:17](Br)[CH:16]=1)([CH3:14])[CH3:13])[CH2:2]2.[O:24]1[CH:28]=[CH:27][C:26](B(O)O)=[CH:25]1. The catalyst is C1C=CC(/C=C/C(/C=C/C2C=CC=CC=2)=O)=CC=1.C1C=CC(/C=C/C(/C=C/C2C=CC=CC=2)=O)=CC=1.C1C=CC(/C=C/C(/C=C/C2C=CC=CC=2)=O)=CC=1.[Pd].[Pd]. The product is [F:21][C:18]1[CH:19]=[CH:20][C:15]([C:12]([NH:11][C:10](=[O:23])[O:9][CH:3]2[CH:4]3[CH2:7][CH2:8][N:1]([CH2:6][CH2:5]3)[CH2:2]2)([CH3:14])[CH3:13])=[CH:16][C:17]=1[C:26]1[CH:27]=[CH:28][O:24][CH:25]=1. The yield is 0.440. (7) The catalyst is CN(C=O)C.O. The reactants are CCN(C(C)C)C(C)C.[Br:10][C:11]1[CH:19]=[CH:18][CH:17]=[CH:16][C:12]=1[C:13]([OH:15])=O.CCN=C=NCCCN(C)C.C1C=CC2N(O)N=NC=2C=1.[C:41]([O:45][C:46]([N:48]1[CH2:54][CH2:53][CH2:52][NH:51][CH2:50][CH2:49]1)=[O:47])([CH3:44])([CH3:43])[CH3:42]. The yield is 0.711. The product is [C:41]([O:45][C:46]([N:48]1[CH2:54][CH2:53][CH2:52][N:51]([C:13](=[O:15])[C:12]2[CH:16]=[CH:17][CH:18]=[CH:19][C:11]=2[Br:10])[CH2:50][CH2:49]1)=[O:47])([CH3:44])([CH3:42])[CH3:43]. (8) The reactants are [Si:1]([O:8][CH2:9][CH2:10][N:11]([CH2:26][C:27](=[O:65])[N:28]([CH2:55][CH2:56][O:57][Si:58]([C:61]([CH3:64])([CH3:63])[CH3:62])([CH3:60])[CH3:59])[CH2:29][C:30](=[O:54])[N:31]([CH2:44][CH2:45][O:46][Si:47]([C:50]([CH3:53])([CH3:52])[CH3:51])([CH3:49])[CH3:48])[CH2:32][CH2:33][C:34]([O:36]CC1C=CC=CC=1)=[O:35])[C:12](=[O:25])[CH2:13][NH:14]C(=O)OCC1C=CC=CC=1)([C:4]([CH3:7])([CH3:6])[CH3:5])([CH3:3])[CH3:2]. The catalyst is CCOC(C)=O.[Pd]. The product is [NH2:14][CH2:13][C:12]([N:11]([CH2:26][C:27](=[O:65])[N:28]([CH2:55][CH2:56][O:57][Si:58]([C:61]([CH3:64])([CH3:63])[CH3:62])([CH3:59])[CH3:60])[CH2:29][C:30](=[O:54])[N:31]([CH2:44][CH2:45][O:46][Si:47]([C:50]([CH3:51])([CH3:52])[CH3:53])([CH3:48])[CH3:49])[CH2:32][CH2:33][C:34]([OH:36])=[O:35])[CH2:10][CH2:9][O:8][Si:1]([CH3:2])([CH3:3])[C:4]([CH3:6])([CH3:5])[CH3:7])=[O:25]. The yield is 0.550. (9) The reactants are [CH:1]1([CH2:4][O:5][NH:6][C:7]([C:9]2[C:22]([NH:23][C:24]3[CH:29]=[CH:28][C:27]([Br:30])=[CH:26][C:25]=3[CH3:31])=[C:21]([F:32])[C:12]3[N:13]=[CH:14][N:15]([CH2:16][CH2:17][CH2:18][CH:19]=O)[C:11]=3[CH:10]=2)=[O:8])[CH2:3][CH2:2]1.C1(CONC(C2C=C(F)[C:44]3[N:45]=[C:46]([CH2:48]CCC(O)CO)[NH:47][C:43]=3C=2)=O)CC1.P([O-])([O-])([O-])=O.I([O-])(=O)(=O)=O.[Na+].[C:69](OCC)(=O)C. The catalyst is C1COCC1. The product is [CH:1]1([CH2:4][O:5][NH:6][C:7]([C:9]2[C:22]([NH:23][C:24]3[CH:29]=[CH:28][C:27]([Br:30])=[CH:26][C:25]=3[CH3:31])=[C:21]([F:32])[C:12]3[N:13]=[CH:14][N:15]([CH2:16][CH2:17][CH2:18][CH2:19][N:45]4[CH2:44][CH2:43][N:47]([CH3:69])[CH2:46][CH2:48]4)[C:11]=3[CH:10]=2)=[O:8])[CH2:2][CH2:3]1. The yield is 0.820.